From a dataset of Forward reaction prediction with 1.9M reactions from USPTO patents (1976-2016). Predict the product of the given reaction. (1) Given the reactants [OH-].[Na+].[Cl:3][C:4]1[C:9]2[O:10][CH2:11][O:12][C:8]=2[CH:7]=[C:6]([C:13]([C@H:15]2[CH2:17][C@@H:16]2[C:18]([O:20]C)=[O:19])=[O:14])[CH:5]=1.Cl, predict the reaction product. The product is: [Cl:3][C:4]1[C:9]2[O:10][CH2:11][O:12][C:8]=2[CH:7]=[C:6]([C:13]([C@H:15]2[CH2:17][C@@H:16]2[C:18]([OH:20])=[O:19])=[O:14])[CH:5]=1. (2) Given the reactants C([O-])=O.[NH4+].C([O:12][C:13]1[CH:18]=[CH:17][C:16]([C:19]2[CH2:24][CH2:23][N:22]([C:25]3[CH:26]=[CH:27][C:28]4[N:29]([C:31]([C:34]([F:37])([F:36])[F:35])=[N:32][N:33]=4)[N:30]=3)[CH2:21][CH:20]=2)=[CH:15][C:14]=1[F:38])C1C=CC=CC=1, predict the reaction product. The product is: [F:38][C:14]1[CH:15]=[C:16]([CH:19]2[CH2:20][CH2:21][N:22]([C:25]3[CH:26]=[CH:27][C:28]4[N:29]([C:31]([C:34]([F:35])([F:36])[F:37])=[N:32][N:33]=4)[N:30]=3)[CH2:23][CH2:24]2)[CH:17]=[CH:18][C:13]=1[OH:12]. (3) The product is: [CH2:16]([N:3]([CH2:1][CH3:2])[CH2:4][CH2:5][O:6][C:7]1[CH:8]=[CH:9][C:10]([NH2:13])=[CH:11][CH:12]=1)[CH3:17]. Given the reactants [CH2:1]([N:3]([CH2:16][CH3:17])[CH2:4][CH2:5][O:6][C:7]1[CH:12]=[CH:11][C:10]([N+:13]([O-])=O)=[CH:9][CH:8]=1)[CH3:2], predict the reaction product.